Dataset: Forward reaction prediction with 1.9M reactions from USPTO patents (1976-2016). Task: Predict the product of the given reaction. (1) Given the reactants [NH2:1][C:2]1[N:6]([CH3:7])[N:5]=[CH:4][C:3]=1[NH:8][C:9]([NH:11][CH2:12][CH2:13][NH:14][C:15]([O:17][C:18]([CH3:21])([CH3:20])[CH3:19])=[O:16])=[O:10].C(N(CC)CC)C.[C:29]1([C:35](Cl)([C:42]2[CH:47]=[CH:46][CH:45]=[CH:44][CH:43]=2)[C:36]2[CH:41]=[CH:40][CH:39]=[CH:38][CH:37]=2)[CH:34]=[CH:33][CH:32]=[CH:31][CH:30]=1, predict the reaction product. The product is: [C:18]([O:17][C:15]([NH:14][CH2:13][CH2:12][NH:11][C:9](=[O:10])[NH:8][C:3]1[CH:4]=[N:5][N:6]([CH3:7])[C:2]=1[NH:1][C:35]([C:29]1[CH:34]=[CH:33][CH:32]=[CH:31][CH:30]=1)([C:42]1[CH:43]=[CH:44][CH:45]=[CH:46][CH:47]=1)[C:36]1[CH:37]=[CH:38][CH:39]=[CH:40][CH:41]=1)=[O:16])([CH3:21])([CH3:20])[CH3:19]. (2) Given the reactants NC1(C2C=CC(C3C(=O)C4C(=CC=C(F)C=4)OC=3C3C=CC=CC=3)=CC=2)CCC1.C(OC(=O)[NH:36][C:37]1([C:41]2[CH:46]=[CH:45][C:44]([C:47]3[C:56](=[O:57])[C:55]4[C:50](=[C:51]([Br:60])[C:52]([O:58][CH3:59])=[CH:53][CH:54]=4)[O:49][C:48]=3[C:61]3[CH:66]=[CH:65][CH:64]=[CH:63][CH:62]=3)=[CH:43][CH:42]=2)[CH2:40][CH2:39][CH2:38]1)(C)(C)C, predict the reaction product. The product is: [NH2:36][C:37]1([C:41]2[CH:42]=[CH:43][C:44]([C:47]3[C:56](=[O:57])[C:55]4[C:50](=[C:51]([Br:60])[C:52]([O:58][CH3:59])=[CH:53][CH:54]=4)[O:49][C:48]=3[C:61]3[CH:66]=[CH:65][CH:64]=[CH:63][CH:62]=3)=[CH:45][CH:46]=2)[CH2:38][CH2:39][CH2:40]1. (3) Given the reactants [OH:1][C:2]1[CH:7]=[CH:6][C:5]([CH2:8][NH:9][C:10](=[O:18])[C:11]2[CH:16]=[CH:15][CH:14]=[N:13][C:12]=2[NH2:17])=[CH:4][CH:3]=1.[CH2:19]([O:21][CH2:22][CH2:23][CH2:24][CH3:25])[CH3:20].CC1C=CC(S(O)(=O)=O)=CC=1.C(=O)([O-])[O-].[Cs+].[Cs+].CN(C=O)C, predict the reaction product. The product is: [CH2:19]([O:21][CH2:22][CH2:23][CH2:24][CH2:25][O:1][C:2]1[CH:3]=[CH:4][C:5]([CH2:8][NH:9][C:10](=[O:18])[C:11]2[CH:16]=[CH:15][CH:14]=[N:13][C:12]=2[NH2:17])=[CH:6][CH:7]=1)[CH3:20]. (4) Given the reactants [NH:1]1[CH2:6][CH2:5][CH2:4][C@H:3]([NH:7][C:8](=[O:14])[O:9][C:10]([CH3:13])([CH3:12])[CH3:11])[CH2:2]1.C(N(CC)CC)C.Cl[C:23]([O:25][CH2:26][C:27]1[CH:32]=[CH:31][CH:30]=[CH:29][CH:28]=1)=[O:24].O, predict the reaction product. The product is: [CH3:12][C:10]([O:9][C:8]([NH:7][C@H:3]1[CH2:4][CH2:5][CH2:6][N:1]([C:23]([O:25][CH2:26][C:27]2[CH:32]=[CH:31][CH:30]=[CH:29][CH:28]=2)=[O:24])[CH2:2]1)=[O:14])([CH3:11])[CH3:13]. (5) Given the reactants [CH2:1]([C:3]([C:28]1[CH:33]=[CH:32][C:31]([OH:34])=[C:30]([CH3:35])[CH:29]=1)([C:6]1[CH:11]=[CH:10][C:9](/[CH:12]=[CH:13]/[C:14]([O:23][CH2:24][O:25][CH3:26])([C:19]([F:22])([F:21])[F:20])[C:15]([F:18])([F:17])[F:16])=[C:8]([CH3:27])[CH:7]=1)[CH2:4][CH3:5])[CH3:2].[O:36]=[C:37]1[O:41][C@@H:40]([CH2:42]OS(C2C=CC(C)=CC=2)(=O)=O)[CH2:39][CH2:38]1, predict the reaction product. The product is: [CH2:1]([C:3]([C:28]1[CH:33]=[CH:32][C:31]([O:34][CH2:42][C@@H:40]2[O:41][C:37](=[O:36])[CH2:38][CH2:39]2)=[C:30]([CH3:35])[CH:29]=1)([C:6]1[CH:11]=[CH:10][C:9](/[CH:12]=[CH:13]/[C:14]([O:23][CH2:24][O:25][CH3:26])([C:19]([F:20])([F:21])[F:22])[C:15]([F:18])([F:17])[F:16])=[C:8]([CH3:27])[CH:7]=1)[CH2:4][CH3:5])[CH3:2].